Dataset: Forward reaction prediction with 1.9M reactions from USPTO patents (1976-2016). Task: Predict the product of the given reaction. (1) Given the reactants CO.[NH3:3].Cl[C:5]1[C:14]2[C:9](=[CH:10][C:11]([F:24])=[C:12]([O:15][C:16]3[C:21]([CH3:22])=[CH:20][CH:19]=[CH:18][C:17]=3[CH3:23])[CH:13]=2)[N:8]=[C:7]([N:25]2[CH:29]=[C:28]([C:30]([O:32][CH2:33][CH3:34])=[O:31])[CH:27]=[N:26]2)[N:6]=1, predict the reaction product. The product is: [NH2:3][C:5]1[C:14]2[C:9](=[CH:10][C:11]([F:24])=[C:12]([O:15][C:16]3[C:21]([CH3:22])=[CH:20][CH:19]=[CH:18][C:17]=3[CH3:23])[CH:13]=2)[N:8]=[C:7]([N:25]2[CH:29]=[C:28]([C:30]([O:32][CH2:33][CH3:34])=[O:31])[CH:27]=[N:26]2)[N:6]=1. (2) Given the reactants [Cl:1][C:2]1[CH:3]=[C:4]([CH:16]=[CH:17][CH:18]=1)[O:5][CH2:6][C:7]([NH:9][CH:10]1[CH2:15][CH2:14][NH:13][CH2:12][CH2:11]1)=[O:8].[F:19][C:20]1([F:36])[O:24][C:23]2[CH:25]=[CH:26][C:27]([N:29]3[CH:33]=[CH:32][C:31]([CH:34]=O)=[CH:30]3)=[CH:28][C:22]=2[O:21]1, predict the reaction product. The product is: [Cl:1][C:2]1[CH:3]=[C:4]([CH:16]=[CH:17][CH:18]=1)[O:5][CH2:6][C:7]([NH:9][CH:10]1[CH2:15][CH2:14][N:13]([CH2:34][C:31]2[CH:32]=[CH:33][N:29]([C:27]3[CH:26]=[CH:25][C:23]4[O:24][C:20]([F:19])([F:36])[O:21][C:22]=4[CH:28]=3)[CH:30]=2)[CH2:12][CH2:11]1)=[O:8].